From a dataset of NCI-60 drug combinations with 297,098 pairs across 59 cell lines. Regression. Given two drug SMILES strings and cell line genomic features, predict the synergy score measuring deviation from expected non-interaction effect. Drug 1: C1=CC(=CC=C1CCC2=CNC3=C2C(=O)NC(=N3)N)C(=O)NC(CCC(=O)O)C(=O)O. Drug 2: CC1C(C(CC(O1)OC2CC(OC(C2O)C)OC3=CC4=CC5=C(C(=O)C(C(C5)C(C(=O)C(C(C)O)O)OC)OC6CC(C(C(O6)C)O)OC7CC(C(C(O7)C)O)OC8CC(C(C(O8)C)O)(C)O)C(=C4C(=C3C)O)O)O)O. Cell line: HCT116. Synergy scores: CSS=37.7, Synergy_ZIP=2.67, Synergy_Bliss=-0.892, Synergy_Loewe=-2.47, Synergy_HSA=-0.327.